This data is from NCI-60 drug combinations with 297,098 pairs across 59 cell lines. The task is: Regression. Given two drug SMILES strings and cell line genomic features, predict the synergy score measuring deviation from expected non-interaction effect. (1) Drug 2: CC12CCC3C(C1CCC2O)C(CC4=C3C=CC(=C4)O)CCCCCCCCCS(=O)CCCC(C(F)(F)F)(F)F. Cell line: HS 578T. Drug 1: CCCS(=O)(=O)NC1=C(C(=C(C=C1)F)C(=O)C2=CNC3=C2C=C(C=N3)C4=CC=C(C=C4)Cl)F. Synergy scores: CSS=5.56, Synergy_ZIP=2.74, Synergy_Bliss=4.87, Synergy_Loewe=-0.193, Synergy_HSA=-1.36. (2) Drug 1: C1=NC(=NC(=O)N1C2C(C(C(O2)CO)O)O)N. Drug 2: CN1C2=C(C=C(C=C2)N(CCCl)CCCl)N=C1CCCC(=O)O.Cl. Cell line: HOP-62. Synergy scores: CSS=6.57, Synergy_ZIP=-2.65, Synergy_Bliss=3.57, Synergy_Loewe=-18.1, Synergy_HSA=-0.993. (3) Drug 1: CN1CCC(CC1)COC2=C(C=C3C(=C2)N=CN=C3NC4=C(C=C(C=C4)Br)F)OC. Drug 2: CC1C(C(CC(O1)OC2CC(CC3=C2C(=C4C(=C3O)C(=O)C5=C(C4=O)C(=CC=C5)OC)O)(C(=O)C)O)N)O.Cl. Cell line: CCRF-CEM. Synergy scores: CSS=39.7, Synergy_ZIP=9.28, Synergy_Bliss=13.2, Synergy_Loewe=-21.9, Synergy_HSA=13.1. (4) Drug 1: C1=CC(=C2C(=C1NCCNCCO)C(=O)C3=C(C=CC(=C3C2=O)O)O)NCCNCCO. Drug 2: C1CN(CCN1C(=O)CCBr)C(=O)CCBr. Cell line: MDA-MB-231. Synergy scores: CSS=40.9, Synergy_ZIP=1.58, Synergy_Bliss=3.03, Synergy_Loewe=-13.6, Synergy_HSA=6.09. (5) Drug 1: C1=NC2=C(N=C(N=C2N1C3C(C(C(O3)CO)O)O)F)N. Drug 2: C(CC(=O)O)C(=O)CN.Cl. Cell line: SF-539. Synergy scores: CSS=9.85, Synergy_ZIP=-6.84, Synergy_Bliss=-10.1, Synergy_Loewe=-3.26, Synergy_HSA=-5.41. (6) Drug 1: COC1=CC(=CC(=C1O)OC)C2C3C(COC3=O)C(C4=CC5=C(C=C24)OCO5)OC6C(C(C7C(O6)COC(O7)C8=CC=CS8)O)O. Drug 2: C1=CC=C(C=C1)NC(=O)CCCCCCC(=O)NO. Cell line: SR. Synergy scores: CSS=79.9, Synergy_ZIP=3.55, Synergy_Bliss=2.88, Synergy_Loewe=1.09, Synergy_HSA=5.34. (7) Synergy scores: CSS=-3.87, Synergy_ZIP=0.854, Synergy_Bliss=-3.71, Synergy_Loewe=-6.15, Synergy_HSA=-5.86. Drug 2: CCN(CC)CCNC(=O)C1=C(NC(=C1C)C=C2C3=C(C=CC(=C3)F)NC2=O)C. Drug 1: C1CCC(C1)C(CC#N)N2C=C(C=N2)C3=C4C=CNC4=NC=N3. Cell line: NCI-H460.